This data is from Catalyst prediction with 721,799 reactions and 888 catalyst types from USPTO. The task is: Predict which catalyst facilitates the given reaction. (1) Reactant: [F:1][C:2]1[C:3]([O:20][CH3:21])=[CH:4][C:5]([CH2:15][CH2:16][CH:17]([CH3:19])[CH3:18])=[C:6](/[CH:8]=[CH:9]/[C:10]([O:12][CH2:13][CH3:14])=[O:11])[CH:7]=1.[H][H]. Product: [F:1][C:2]1[C:3]([O:20][CH3:21])=[CH:4][C:5]([CH2:15][CH2:16][CH:17]([CH3:18])[CH3:19])=[C:6]([CH2:8][CH2:9][C:10]([O:12][CH2:13][CH3:14])=[O:11])[CH:7]=1. The catalyst class is: 43. (2) Reactant: [Cl:1][C:2]1[N:3]=[C:4]([CH2:11][CH2:12][CH2:13][NH2:14])[C:5]2[S:10][CH:9]=[CH:8][C:6]=2[N:7]=1.[Br:15]N1C(=O)CCC1=O. Product: [Br:15][C:8]1[C:6]2[N:7]=[C:2]([Cl:1])[N:3]=[C:4]([CH2:11][CH2:12][CH2:13][NH2:14])[C:5]=2[S:10][CH:9]=1. The catalyst class is: 10. (3) The catalyst class is: 8. Product: [BrH:14].[Br:14][C:10]1[N:5]2[N:4]=[C:3]([C:2]([F:12])([F:1])[F:13])[N:11]=[C:6]2[CH:7]=[N:8][CH:9]=1. Reactant: [F:1][C:2]([F:13])([F:12])[C:3]1[N:11]=[C:6]2[CH:7]=[N:8][CH:9]=[CH:10][N:5]2[N:4]=1.[Br:14]Br. (4) Reactant: [CH3:1][O:2][C:3](=[O:34])[C@H:4]([CH2:17][C:18]1[CH:23]=[CH:22][C:21]([C:24]2[C:29]([O:30][CH3:31])=[CH:28][CH:27]=[CH:26][C:25]=2[O:32][CH3:33])=[CH:20][CH:19]=1)[NH:5][C:6](=[O:16])[C:7]1[C:12]([Cl:13])=[CH:11][C:10](Br)=[CH:9][C:8]=1[Cl:15].[C:35]([O:39][C:40]([N:42]1[CH:46]=[CH:45][CH:44]=[C:43]1B(O)O)=[O:41])([CH3:38])([CH3:37])[CH3:36]. Product: [CH3:1][O:2][C:3](=[O:34])[C@H:4]([CH2:17][C:18]1[CH:23]=[CH:22][C:21]([C:24]2[C:29]([O:30][CH3:31])=[CH:28][CH:27]=[CH:26][C:25]=2[O:32][CH3:33])=[CH:20][CH:19]=1)[NH:5][C:6](=[O:16])[C:7]1[C:12]([Cl:13])=[CH:11][C:10]([C:43]2[N:42]([C:40]([O:39][C:35]([CH3:38])([CH3:37])[CH3:36])=[O:41])[CH:46]=[CH:45][CH:44]=2)=[CH:9][C:8]=1[Cl:15]. The catalyst class is: 1. (5) Reactant: [CH:1]1([C:6]2[C:14]3[C:9](=[CH:10][C:11]([C:15](OC)=[O:16])=[CH:12][CH:13]=3)[N:8]([CH3:19])[CH:7]=2)[CH2:5][CH2:4][CH2:3][CH2:2]1.[CH3:20][CH:21]([CH3:23])[O-:22].[Li+].O. Product: [CH:1]1([C:6]2[C:14]3[C:9](=[CH:10][C:11]([C:15]([O:22][CH:21]([CH3:23])[CH3:20])=[O:16])=[CH:12][CH:13]=3)[N:8]([CH3:19])[CH:7]=2)[CH2:2][CH2:3][CH2:4][CH2:5]1. The catalyst class is: 41. (6) Reactant: [CH3:1][C:2]1[N:7]=[CH:6][C:5]([C:8]2[CH:13]=[CH:12][C:11]([CH2:14][N:15]3[C:20]4[N:21]=[CH:22][CH:23]=[CH:24][C:19]=4[C:18]4=[N:25][NH:26][C:27](=[O:28])[C:17]4=[N:16]3)=[CH:10][N:9]=2)=[CH:4][CH:3]=1.P([O-])([O-])([O-])=O.[K+].[K+].[K+].CN[C@@H]1CCCC[C@H]1NC.[F:47][C:48]1[C:53]([CH3:54])=[CH:52][CH:51]=[CH:50][C:49]=1I.C(=O)(O)[O-].[Na+]. Product: [F:47][C:48]1[C:53]([CH3:54])=[CH:52][CH:51]=[CH:50][C:49]=1[N:26]1[C:27](=[O:28])[C:17]2=[N:16][N:15]([CH2:14][C:11]3[CH:12]=[CH:13][C:8]([C:5]4[CH:6]=[N:7][C:2]([CH3:1])=[CH:3][CH:4]=4)=[N:9][CH:10]=3)[C:20]3[N:21]=[CH:22][CH:23]=[CH:24][C:19]=3[C:18]2=[N:25]1. The catalyst class is: 590.